This data is from Forward reaction prediction with 1.9M reactions from USPTO patents (1976-2016). The task is: Predict the product of the given reaction. (1) Given the reactants [I:1][C:2]1[CH:7]=[CH:6][C:5]([OH:8])=[CH:4][CH:3]=1.[F:9][C:10]1[CH:11]=[C:12]([CH:15]=[CH:16][CH:17]=1)[CH2:13]Br.C([O-])C.[Na+], predict the reaction product. The product is: [F:9][C:10]1[CH:11]=[C:12]([CH:15]=[CH:16][CH:17]=1)[CH2:13][O:8][C:5]1[CH:6]=[CH:7][C:2]([I:1])=[CH:3][CH:4]=1. (2) Given the reactants [CH:1]1([CH:4]([C:9]2[CH:14]=[CH:13][C:12]([OH:15])=[CH:11][CH:10]=2)[CH2:5][C:6]([OH:8])=[O:7])[CH2:3][CH2:2]1.[CH3:16]O, predict the reaction product. The product is: [CH:1]1([CH:4]([C:9]2[CH:14]=[CH:13][C:12]([OH:15])=[CH:11][CH:10]=2)[CH2:5][C:6]([O:8][CH3:16])=[O:7])[CH2:3][CH2:2]1. (3) Given the reactants [NH2:1][C:2]1[CH:7]=[CH:6][NH:5][C:4](=[O:8])[CH:3]=1.[OH:9][CH2:10][CH2:11][O:12][C:13]1[CH:20]=[CH:19][C:16]([CH:17]=O)=[CH:15][CH:14]=1.[C:21]([CH2:23][C:24](=[S:26])N)#[N:22].C(O)(=O)C, predict the reaction product. The product is: [OH:9][CH2:10][CH2:11][O:12][C:13]1[CH:20]=[CH:19][C:16]([C:17]2[C:3]3[C:4](=[O:8])[NH:5][CH:6]=[CH:7][C:2]=3[N:1]=[C:24]([SH:26])[C:23]=2[C:21]#[N:22])=[CH:15][CH:14]=1. (4) Given the reactants Br[C:2]1[CH:7]=[CH:6][C:5]([C@H:8]2[O:13][CH2:12][CH2:11][N:10]([C:14]([O:16][C:17]([CH3:20])([CH3:19])[CH3:18])=[O:15])[CH2:9]2)=[CH:4][CH:3]=1.[C:21]1([C:27]([C:29]2[CH:34]=[CH:33][CH:32]=[CH:31][CH:30]=2)=[NH:28])[CH:26]=[CH:25][CH:24]=[CH:23][CH:22]=1.CC(C)([O-])C.[Na+], predict the reaction product. The product is: [C:21]1([C:27](=[N:28][C:2]2[CH:7]=[CH:6][C:5]([C@H:8]3[O:13][CH2:12][CH2:11][N:10]([C:14]([O:16][C:17]([CH3:20])([CH3:19])[CH3:18])=[O:15])[CH2:9]3)=[CH:4][CH:3]=2)[C:29]2[CH:30]=[CH:31][CH:32]=[CH:33][CH:34]=2)[CH:26]=[CH:25][CH:24]=[CH:23][CH:22]=1. (5) Given the reactants [Cl:1][C:2]1[CH:10]=[C:9]([F:11])[CH:8]=[CH:7][C:3]=1C=NO.CC1C=CC(S([NH:22]Cl)(=O)=O)=CC=1.[F:24][C:25]1[CH:26]=[C:27]([C@@:32]2([OH:47])[CH2:37][CH2:36][N:35]([C:38]([O:40][C:41]([CH3:44])([CH3:43])[CH3:42])=[O:39])[CH2:34][C@@H:33]2[C:45]#[CH:46])[CH:28]=[CH:29][C:30]=1[F:31].[CH3:48][OH:49], predict the reaction product. The product is: [Cl:1][C:2]1[CH:10]=[C:9]([F:11])[CH:8]=[CH:7][C:3]=1[C:48]1[O:49][N:22]=[C:45]([C@H:33]2[C@:32]([C:27]3[CH:28]=[CH:29][C:30]([F:31])=[C:25]([F:24])[CH:26]=3)([OH:47])[CH2:37][CH2:36][N:35]([C:38]([O:40][C:41]([CH3:42])([CH3:43])[CH3:44])=[O:39])[CH2:34]2)[CH:46]=1.